From a dataset of Catalyst prediction with 721,799 reactions and 888 catalyst types from USPTO. Predict which catalyst facilitates the given reaction. (1) Reactant: CS([C:5]1[N:10]=[C:9]([C:11]2[CH:12]=[C:13]3[CH:29]=[N:28][NH:27][C:14]3=[N:15][C:16]=2[C:17]2[CH:22]=[CH:21][CH:20]=[C:19]([C:23]([F:26])([F:25])[F:24])[CH:18]=2)[CH:8]=[CH:7][N:6]=1)(=O)=O.[CH3:30][O-:31].[Na+]. Product: [CH3:30][O:31][C:5]1[N:10]=[C:9]([C:11]2[CH:12]=[C:13]3[CH:29]=[N:28][NH:27][C:14]3=[N:15][C:16]=2[C:17]2[CH:22]=[CH:21][CH:20]=[C:19]([C:23]([F:26])([F:25])[F:24])[CH:18]=2)[CH:8]=[CH:7][N:6]=1. The catalyst class is: 5. (2) Product: [C:10]([C:8]1[CH:7]=[CH:6][C:5]([CH2:12][N:13]([CH2:26][C:27]2[C:32]([CH3:33])=[CH:31][C:30]([CH3:34])=[CH:29][N:28]=2)[S:14]([C:17]2[CH:22]=[CH:21][CH:20]=[CH:19][C:18]=2[N+:23]([O-:25])=[O:24])(=[O:16])=[O:15])=[C:4]([CH2:3][OH:2])[CH:9]=1)#[N:11]. The catalyst class is: 36. Reactant: C[O:2][C:3](=O)[C:4]1[CH:9]=[C:8]([C:10]#[N:11])[CH:7]=[CH:6][C:5]=1[CH2:12][N:13]([CH2:26][C:27]1[C:32]([CH3:33])=[CH:31][C:30]([CH3:34])=[CH:29][N:28]=1)[S:14]([C:17]1[CH:22]=[CH:21][CH:20]=[CH:19][C:18]=1[N+:23]([O-:25])=[O:24])(=[O:16])=[O:15].[Li+].[BH4-]. (3) Reactant: [Br:1][CH2:2][CH2:3][N:4]1[C:8]([CH2:9]O)=[CH:7][C:6]([N+:11]([O-:13])=[O:12])=[N:5]1.P(Br)(Br)[Br:15].C(=O)(O)[O-].[Na+]. Product: [Br:1][CH2:2][CH2:3][N:4]1[C:8]([CH2:9][Br:15])=[CH:7][C:6]([N+:11]([O-:13])=[O:12])=[N:5]1. The catalyst class is: 452. (4) Reactant: [N:1]1[CH:6]=[CH:5][CH:4]=[CH:3][C:2]=1[N:7]1[CH2:12][CH2:11][CH:10]([NH:13][C:14]([NH:16][CH2:17][CH2:18][NH:19]C(=O)OC(C)(C)C)=[O:15])[CH2:9][CH2:8]1.[ClH:27]. Product: [ClH:27].[ClH:27].[NH2:19][CH2:18][CH2:17][NH:16][C:14]([NH:13][CH:10]1[CH2:11][CH2:12][N:7]([C:2]2[CH:3]=[CH:4][CH:5]=[CH:6][N:1]=2)[CH2:8][CH2:9]1)=[O:15]. The catalyst class is: 13. (5) Reactant: [CH3:1][O-].[Na+].[F:4][CH2:5][CH2:6][O:7][CH2:8][CH2:9][O:10][CH2:11][CH2:12][O:13][C:14]1[CH:19]=[CH:18][C:17]([C:20]2[CH:21]=[C:22]3[C:27](=[CH:28][CH:29]=2)[CH:26]=[C:25]([NH2:30])[CH:24]=[CH:23]3)=[CH:16][CH:15]=1.C=O.[BH4-].[Na+]. Product: [F:4][CH2:5][CH2:6][O:7][CH2:8][CH2:9][O:10][CH2:11][CH2:12][O:13][C:14]1[CH:15]=[CH:16][C:17]([C:20]2[CH:21]=[C:22]3[C:27](=[CH:28][CH:29]=2)[CH:26]=[C:25]([NH:30][CH3:1])[CH:24]=[CH:23]3)=[CH:18][CH:19]=1. The catalyst class is: 5. (6) Reactant: [S:1]([OH:5])(O)(=[O:3])=[O:2].[NH2:6][CH:7]([CH2:9][C:10]1[CH:15]=[CH:14][CH:13]=[CH:12][CH:11]=1)[CH3:8].[NH2:16][C@H:17]([C:23](O)=[O:24])[CH2:18][CH2:19][CH2:20][CH2:21][NH2:22].[CH3:26][C@H](N)CC1C=CC=CC=1.[CH3:36][C@H](N)CC1C=CC=CC=1. Product: [CH3:8][C@H:7]([NH:6][C:23]([C@@H:17]([NH2:16])[CH2:18][CH2:19][CH2:20][CH2:21][NH2:22])=[O:24])[CH2:9][C:10]1[CH:15]=[CH:14][CH:13]=[CH:12][CH:11]=1.[CH3:26][S:1]([OH:5])(=[O:3])=[O:2].[CH3:36][S:1]([OH:5])(=[O:3])=[O:2]. The catalyst class is: 6. (7) Reactant: [C:1]12([C:14](=[O:15])[NH:13][C:12](=[O:16])[NH:11]1)[C:10]1[C:5](=[CH:6][CH:7]=[CH:8][CH:9]=1)C[CH2:3][CH2:2]2.[C-]#N.[K+].CC[OH:22]. Product: [NH:13]1[C:14](=[O:15])[C:1]2([C:10]3[C:5](=[CH:6][CH:7]=[CH:8][CH:9]=3)[O:22][CH2:3][CH2:2]2)[NH:11][C:12]1=[O:16]. The catalyst class is: 6.